This data is from Forward reaction prediction with 1.9M reactions from USPTO patents (1976-2016). The task is: Predict the product of the given reaction. (1) Given the reactants CI.[CH3:3][CH2:4][CH2:5][CH2:6][CH2:7][CH2:8][CH3:9].C1C[O:13][CH2:12][CH2:11]1.C(C1C=CC=CC=1)C, predict the reaction product. The product is: [O:13]1[C:12]2[C:6](=[CH:7][CH:8]=[CH:9][CH:11]=2)[CH2:5][CH2:4][CH2:3]1. (2) The product is: [NH2:1][C:2]1[N:7]=[C:6]([C:10]2[CH:15]=[CH:14][CH:13]=[CH:12][CH:11]=2)[CH:5]=[C:4]([C:10]2[CH:15]=[CH:14][CH:13]=[CH:12][CH:11]=2)[N:3]=1. Given the reactants [NH2:1][C:2]1[N:7]=[C:6](Cl)[CH:5]=[C:4](Cl)[N:3]=1.[C:10]1(B(O)O)[CH:15]=[CH:14][CH:13]=[CH:12][CH:11]=1.C(=O)([O-])[O-].[Na+].[Na+], predict the reaction product.